From a dataset of Reaction yield outcomes from USPTO patents with 853,638 reactions. Predict the reaction yield, written as a fraction of the theoretical maximum amount of product (1.0 means a 100% yield; for example, 0.34 means a 34% yield). (1) The catalyst is O1CCCC1.CCCCCCC. The reactants are [F:1][CH:2]1[C:7]([O:10][CH3:11])([O:8][CH3:9])[CH2:6][CH2:5][NH:4][CH2:3]1.[S:12]1[CH:16]=[CH:15][CH:14]=[C:13]1[C:17](Cl)=[O:18].C(N(CC)CC)C.C(OCC)(=O)C. The product is [CH3:9][O:8][C:7]1([O:10][CH3:11])[CH2:6][CH2:5][N:4]([C:17]([C:13]2[S:12][CH:16]=[CH:15][CH:14]=2)=[O:18])[CH2:3][CH:2]1[F:1]. The yield is 0.870. (2) The reactants are [CH2:1]1CCC(N=C=NC2CCCCC2)CC1.[CH2:16]([O:23][C:24](=[O:60])[CH2:25][CH2:26][CH2:27][CH2:28][CH2:29][CH2:30][CH2:31][CH2:32][CH2:33][CH2:34][C:35]([C:50]([O:52][CH2:53][C:54]1[CH:59]=[CH:58][CH:57]=[CH:56][CH:55]=1)=[O:51])([CH2:39][CH2:40][CH2:41][CH2:42][CH2:43][CH2:44][CH2:45][CH2:46][CH2:47][CH2:48][CH3:49])[C:36]([OH:38])=[O:37])[C:17]1[CH:22]=[CH:21][CH:20]=[CH:19][CH:18]=1.ON1[C:66](=[O:67])[CH2:65][CH2:64][C:63]1=[O:68]. The catalyst is C(Cl)Cl.C1COCC1. The product is [CH2:25]([C:24]([O:23][CH2:16][C:17]1[CH:22]=[CH:21][CH:20]=[CH:19][CH:18]=1)=[O:60])[CH2:26][CH2:27][CH2:28][CH2:29][CH2:30][CH2:31][CH2:32][CH2:33][CH2:34][C:35]([C:36]([O:38][CH:1]1[C:66](=[O:67])[CH2:65][CH2:64][C:63]1=[O:68])=[O:37])([C:50]([O:52][CH2:53][C:54]1[CH:55]=[CH:56][CH:57]=[CH:58][CH:59]=1)=[O:51])[CH2:39][CH2:40][CH2:41][CH2:42][CH2:43][CH2:44][CH2:45][CH2:46][CH2:47][CH2:48][CH3:49]. The yield is 0.750. (3) The reactants are Br[C:2]1[C:3]([CH3:18])=[C:4]([C:9]([O:16]C)=[C:10]([C:12]([CH3:15])([CH3:14])[CH3:13])[CH:11]=1)[C:5]([O:7]C)=[O:6].[CH3:19][C:20]1[CH:25]=[CH:24][CH:23]=[CH:22][C:21]=1B(O)O. No catalyst specified. The product is [C:12]([C:10]1[C:9]([OH:16])=[C:4]([C:5]([OH:7])=[O:6])[C:3]([CH3:18])=[C:2]([C:21]2[CH:22]=[CH:23][CH:24]=[CH:25][C:20]=2[CH3:19])[CH:11]=1)([CH3:15])([CH3:14])[CH3:13]. The yield is 0.250. (4) The product is [N:1]1[CH:6]=[CH:5][C:4]([O:7][C@H:8]2[CH2:13][CH2:12][C@H:11]([C:14]([NH:31][NH2:32])=[O:16])[CH2:10][CH2:9]2)=[N:3][CH:2]=1. The reactants are [N:1]1[CH:6]=[CH:5][C:4]([O:7][C@H:8]2[CH2:13][CH2:12][C@H:11]([C:14]([OH:16])=O)[CH2:10][CH2:9]2)=[N:3][CH:2]=1.C(N(CC)CC)C.ClC(OCC)=O.O.[NH2:31][NH2:32]. The yield is 0.740. The catalyst is C1COCC1.CO. (5) The reactants are [NH2:1][C:2]1[C:11]2[C:6](=[C:7](I)[C:8]([O:12][CH3:13])=[CH:9][CH:10]=2)[N:5]=[N:4][C:3]=1[C:15]([NH:17][CH2:18][CH2:19][CH3:20])=[O:16].[C:21]1(B(O)O)[CH:26]=[CH:25][CH:24]=[CH:23][CH:22]=1. No catalyst specified. The product is [NH2:1][C:2]1[C:11]2[C:6](=[C:7]([C:21]3[CH:26]=[CH:25][CH:24]=[CH:23][CH:22]=3)[C:8]([O:12][CH3:13])=[CH:9][CH:10]=2)[N:5]=[N:4][C:3]=1[C:15]([NH:17][CH2:18][CH2:19][CH3:20])=[O:16]. The yield is 0.520. (6) The reactants are [OH-].[K+].[Cl:3][C:4]1[C:5]([N:10]2[C:14]([C:15]([O:17]CC)=[O:16])=[CH:13][C:12]([C:20]([F:23])([F:22])[F:21])=[N:11]2)=[N:6][CH:7]=[CH:8][CH:9]=1. The catalyst is O.C(O)C. The product is [Cl:3][C:4]1[C:5]([N:10]2[C:14]([C:15]([OH:17])=[O:16])=[CH:13][C:12]([C:20]([F:23])([F:21])[F:22])=[N:11]2)=[N:6][CH:7]=[CH:8][CH:9]=1. The yield is 0.930.